Dataset: Catalyst prediction with 721,799 reactions and 888 catalyst types from USPTO. Task: Predict which catalyst facilitates the given reaction. (1) Reactant: [BH4-].[Na+].[CH2:3]([O:5][C:6](=[O:36])[C:7]([NH:32][C:33](=[O:35])[CH3:34])([CH:13]1[CH2:22][CH2:21][C:20]2[C:15](=[CH:16][CH:17]=[C:18]([CH2:23][CH2:24][CH2:25][CH2:26][CH2:27][CH2:28][CH2:29][CH3:30])[CH:19]=2)[C:14]1=[O:31])[C:8]([O:10][CH2:11][CH3:12])=[O:9])[CH3:4]. Product: [CH2:3]([O:5][C:6](=[O:36])[C:7]([NH:32][C:33](=[O:35])[CH3:34])([CH:13]1[CH2:22][CH2:21][C:20]2[C:15](=[CH:16][CH:17]=[C:18]([CH2:23][CH2:24][CH2:25][CH2:26][CH2:27][CH2:28][CH2:29][CH3:30])[CH:19]=2)[CH:14]1[OH:31])[C:8]([O:10][CH2:11][CH3:12])=[O:9])[CH3:4]. The catalyst class is: 8. (2) Reactant: [CH3:1][C:2]1[N:3]=[C:4]([C:8]2[C:13]([O:14][C:15]3[C:24]4[C:19](=[CH:20][C:21]([OH:27])=[C:22]([O:25][CH3:26])[CH:23]=4)[N:18]=[CH:17][CH:16]=3)=[CH:12][C:11]([CH3:28])=[C:10]([CH3:29])[N:9]=2)[S:5][C:6]=1[CH3:7].C(=O)([O-])[O-].[K+].[K+].Br[CH2:37][CH2:38][OH:39]. Product: [CH3:1][C:2]1[N:3]=[C:4]([C:8]2[C:13]([O:14][C:15]3[C:24]4[C:19](=[CH:20][C:21]([O:27][CH2:37][CH2:38][OH:39])=[C:22]([O:25][CH3:26])[CH:23]=4)[N:18]=[CH:17][CH:16]=3)=[CH:12][C:11]([CH3:28])=[C:10]([CH3:29])[N:9]=2)[S:5][C:6]=1[CH3:7]. The catalyst class is: 9. (3) Reactant: [H-].[Na+].CN(C)C=O.[I:8][C:9]1[CH:14]=[CH:13][C:12]([OH:15])=[CH:11][CH:10]=1.[O:16]1[CH2:20][CH2:19][O:18][CH:17]1[CH2:21]Br. Product: [O:16]1[CH2:20][CH2:19][O:18][CH:17]1[CH2:21][O:15][C:12]1[CH:13]=[CH:14][C:9]([I:8])=[CH:10][CH:11]=1. The catalyst class is: 6. (4) Reactant: C[O:2][C:3](=O)[CH2:4][N:5]([C:18]([O:20][C:21]([CH3:24])([CH3:23])[CH3:22])=[O:19])[C:6]1[S:7][CH:8]=[C:9]([C:11]2[CH:16]=[CH:15][C:14]([F:17])=[CH:13][CH:12]=2)[N:10]=1.[BH4-].[Li+].O. Product: [C:21]([O:20][C:18](=[O:19])[N:5]([C:6]1[S:7][CH:8]=[C:9]([C:11]2[CH:12]=[CH:13][C:14]([F:17])=[CH:15][CH:16]=2)[N:10]=1)[CH2:4][CH2:3][OH:2])([CH3:24])([CH3:22])[CH3:23]. The catalyst class is: 1. (5) Reactant: [CH2:1]([NH:5][CH2:6][CH2:7][CH2:8][CH3:9])[CH2:2][CH2:3][CH3:4].[C:10](Cl)(=[O:15])[CH2:11][CH2:12][CH2:13][CH3:14]. Product: [CH2:1]([N:5]([CH2:6][CH2:7][CH2:8][CH3:9])[C:10](=[O:15])[CH2:11][CH2:12][CH2:13][CH3:14])[CH2:2][CH2:3][CH3:4]. The catalyst class is: 27. (6) Reactant: [CH3:1][N:2]1[C:6]([N:7]2[CH2:13][CH:12]3[O:14][CH:9]([CH2:10][CH:11]3O)[CH2:8]2)=[C:5]([N+:16]([O-:18])=[O:17])[CH:4]=[N:3]1.C(N(CC)CC)C.CS(Cl)(=O)=O.[N-:31]=[N+:32]=[N-:33].[Na+]. Product: [N:31]([CH:11]1[CH2:10][CH:9]2[O:14][CH:12]1[CH2:13][N:7]([C:6]1[N:2]([CH3:1])[N:3]=[CH:4][C:5]=1[N+:16]([O-:18])=[O:17])[CH2:8]2)=[N+:32]=[N-:33]. The catalyst class is: 59. (7) Reactant: [O:1]1[C:5]2[CH:6]=[CH:7][C:8]([C:10]3([C:13]([NH:15][C:16]4[CH:21]=[CH:20][C:19]([CH2:22][OH:23])=[C:18](Br)[CH:17]=4)=[O:14])[CH2:12][CH2:11]3)=[CH:9][C:4]=2[O:3][CH2:2]1.[CH3:25][N:26]([CH3:38])[C:27]([C:29]1[CH:34]=[CH:33][C:32](B(O)O)=[CH:31][CH:30]=1)=[O:28].C([O-])([O-])=O.[K+].[K+]. Product: [O:1]1[C:5]2[CH:6]=[CH:7][C:8]([C:10]3([C:13]([NH:15][C:16]4[CH:21]=[CH:20][C:19]([CH2:22][OH:23])=[C:18]([C:32]5[CH:33]=[CH:34][C:29]([C:27]([N:26]([CH3:38])[CH3:25])=[O:28])=[CH:30][CH:31]=5)[CH:17]=4)=[O:14])[CH2:12][CH2:11]3)=[CH:9][C:4]=2[O:3][CH2:2]1. The catalyst class is: 9. (8) Reactant: [CH:1]1([C:4]2[CH:5]=[N:6][CH:7]=[C:8]([CH:14]=2)[C:9](=[NH:13])OCC)[CH2:3][CH2:2]1.C(O)(=O)C.C(N(CC)CC)C.Cl.Cl.[NH2:28][C:29]1[CH:30]=[CH:31][C:32]([N:36]2[CH2:41][CH2:40][CH2:39][C@@H:38]([C:42]([N:44]3[CH2:48][CH2:47][CH2:46][CH2:45]3)=[O:43])[CH2:37]2)=[N:33][C:34]=1N. Product: [CH:1]1([C:4]2[CH:14]=[C:8]([C:9]3[NH:13][C:34]4=[N:33][C:32]([N:36]5[CH2:41][CH2:40][CH2:39][C@@H:38]([C:42]([N:44]6[CH2:48][CH2:47][CH2:46][CH2:45]6)=[O:43])[CH2:37]5)=[CH:31][CH:30]=[C:29]4[N:28]=3)[CH:7]=[N:6][CH:5]=2)[CH2:2][CH2:3]1. The catalyst class is: 8. (9) Reactant: [CH3:1][O:2][C:3]1[CH:4]=[C:5]2[C:8](=[CH:9][C:10]=1[O:11][CH3:12])[CH:7]([C:13]([O:15][CH3:16])=[O:14])[CH2:6]2. Product: [CH3:1][O:2][C:3]1[CH:4]=[C:5]2[C:8](=[CH:9][C:10]=1[O:11][CH3:12])[C@@H:7]([C:13]([O:15][CH3:16])=[O:14])[CH2:6]2. The catalyst class is: 10. (10) Reactant: Cl[C:2]1[CH:3]=[C:4]2[N:11]([CH3:12])[CH2:10][CH2:9][N:5]2[C:6](=[O:8])[N:7]=1.[H-].[Na+].[Cl:15][C:16]1[N:21]=[CH:20][C:19]([O:22][C:23]2[CH:30]=[CH:29][C:28]([CH2:31][OH:32])=[CH:27][C:24]=2[C:25]#[N:26])=[CH:18][CH:17]=1. Product: [Cl:15][C:16]1[N:21]=[CH:20][C:19]([O:22][C:23]2[CH:30]=[CH:29][C:28]([CH2:31][O:32][C:2]3[CH:3]=[C:4]4[N:11]([CH3:12])[CH2:10][CH2:9][N:5]4[C:6](=[O:8])[N:7]=3)=[CH:27][C:24]=2[C:25]#[N:26])=[CH:18][CH:17]=1. The catalyst class is: 3.